This data is from Forward reaction prediction with 1.9M reactions from USPTO patents (1976-2016). The task is: Predict the product of the given reaction. The product is: [N:36]1[C:5]2[NH:4][C:9]3[CH:10]=[C:11]([CH2:14][N:15]4[C:23]5[C:18](=[N:19][CH:20]=[N:21][C:22]=5[S:24][CH2:25][CH2:26][CH2:27][C:28]([OH:30])=[O:29])[N:17]=[CH:16]4)[CH:12]=[CH:13][C:8]=3[S:7][C:6]=2[N:33]=[CH:34][CH:35]=1. Given the reactants COC[N:4]1[C:9]2[CH:10]=[C:11]([CH2:14][N:15]3[C:23]4[C:18](=[N:19][CH:20]=[N:21][C:22]=4[S:24][CH2:25][CH2:26][CH2:27][C:28]([O:30]CC)=[O:29])[N:17]=[CH:16]3)[CH:12]=[CH:13][C:8]=2[S:7][C:6]2[N:33]=[CH:34][CH:35]=[N:36][C:5]1=2.B(Br)(Br)Br.O, predict the reaction product.